This data is from Forward reaction prediction with 1.9M reactions from USPTO patents (1976-2016). The task is: Predict the product of the given reaction. (1) Given the reactants [CH2:1]([C@@H:3]1[C@:8]([OH:10])([CH3:9])[C:7](=O)[CH2:6][C@@H:5]([C:12]2[CH:17]=[CH:16][N:15]=[CH:14][C:13]=2[N+:18]([O-:20])=[O:19])[O:4]1)[CH3:2].[CH2:21]([NH2:28])[C:22]1[CH:27]=[CH:26][CH:25]=[CH:24][CH:23]=1.[Li+].[BH4-], predict the reaction product. The product is: [CH2:21]([NH:28][C@@H:7]1[CH2:6][C@H:5]([C:12]2[CH:17]=[CH:16][N:15]=[CH:14][C:13]=2[N+:18]([O-:20])=[O:19])[O:4][C@H:3]([CH2:1][CH3:2])[C@@:8]1([CH3:9])[OH:10])[C:22]1[CH:27]=[CH:26][CH:25]=[CH:24][CH:23]=1. (2) Given the reactants [CH3:1][S:2](Cl)(=[O:4])=[O:3].[CH3:6][N:7]1[C:12](=[O:13])[CH:11]=[C:10]([C:14]2[CH2:15][CH2:16][NH:17][CH2:18][CH:19]=2)[C:9]([C:20]2[CH:25]=[CH:24][CH:23]=[CH:22][C:21]=2[O:26][C:27]2[CH:32]=[CH:31][CH:30]=[CH:29][CH:28]=2)=[N:8]1.C(N(CC)CC)C, predict the reaction product. The product is: [CH3:6][N:7]1[C:12](=[O:13])[CH:11]=[C:10]([C:14]2[CH2:15][CH2:16][N:17]([S:2]([CH3:1])(=[O:4])=[O:3])[CH2:18][CH:19]=2)[C:9]([C:20]2[CH:25]=[CH:24][CH:23]=[CH:22][C:21]=2[O:26][C:27]2[CH:32]=[CH:31][CH:30]=[CH:29][CH:28]=2)=[N:8]1. (3) Given the reactants [CH2:1]([NH:7][C:8]([N:10]1[CH:15]=[C:14]([C:16]2[CH:21]=[CH:20][CH:19]=[CH:18][CH:17]=2)[C:13](=[O:22])[NH:12][C:11]1=[O:23])=[O:9])[CH2:2][CH2:3][CH2:4][CH2:5][CH3:6].Cl[C:25]([O:27][CH2:28][CH:29]([CH3:31])[CH3:30])=[O:26], predict the reaction product. The product is: [CH2:1]([NH:7][C:8]([N:10]1[CH:15]=[C:14]([C:16]2[CH:17]=[CH:18][CH:19]=[CH:20][CH:21]=2)[C:13](=[O:22])[N:12]([C:25]([O:27][CH2:28][CH:29]([CH3:31])[CH3:30])=[O:26])[C:11]1=[O:23])=[O:9])[CH2:2][CH2:3][CH2:4][CH2:5][CH3:6]. (4) Given the reactants C[O:2][C:3]([C:5]1[CH:6]=[CH:7][C:8]2[O:12][C:11]([C:13]([C:18]3[CH:23]=[CH:22][C:21]([O:24][CH2:25][C:26]4([C:31]([CH3:34])([CH3:33])[CH3:32])[O:30][CH2:29][CH2:28][O:27]4)=[C:20]([CH3:35])[CH:19]=3)([CH2:16][CH3:17])[CH2:14][CH3:15])=[CH:10][C:9]=2[CH:36]=1)=[O:4].[OH-].[Na+], predict the reaction product. The product is: [C:31]([C:26]1([CH2:25][O:24][C:21]2[CH:22]=[CH:23][C:18]([C:13]([C:11]3[O:12][C:8]4[CH:7]=[CH:6][C:5]([C:3]([OH:4])=[O:2])=[CH:36][C:9]=4[CH:10]=3)([CH2:14][CH3:15])[CH2:16][CH3:17])=[CH:19][C:20]=2[CH3:35])[O:30][CH2:29][CH2:28][O:27]1)([CH3:32])([CH3:33])[CH3:34].